This data is from Reaction yield outcomes from USPTO patents with 853,638 reactions. The task is: Predict the reaction yield, written as a fraction of the theoretical maximum amount of product (1.0 means a 100% yield; for example, 0.34 means a 34% yield). (1) The reactants are [F:1][C:2]1[CH:10]=[C:6]([C:7]([OH:9])=[O:8])[C:5]([NH2:11])=[CH:4][CH:3]=1.Cl[C:13](Cl)([O:15]C(=O)OC(Cl)(Cl)Cl)Cl. The catalyst is O1CCCC1. The product is [F:1][C:2]1[CH:3]=[CH:4][C:5]2[NH:11][C:13](=[O:15])[O:8][C:7](=[O:9])[C:6]=2[CH:10]=1. The yield is 0.890. (2) The reactants are [CH3:1][O:2][C:3]1[CH:4]=[C:5]([C:11](=[O:19])[CH:12]=[CH:13][C:14]([O:16][CH2:17][CH3:18])=[O:15])[CH:6]=[CH:7][C:8]=1[O:9][CH3:10].[N-:20]=[N+:21]=[N-:22].[Na+].O. The catalyst is CN(C)C=O. The product is [CH3:1][O:2][C:3]1[CH:4]=[C:5]([CH:6]=[CH:7][C:8]=1[O:9][CH3:10])[C:11]([C:12]1[NH:22][N:21]=[N:20][C:13]=1[C:14]([O:16][CH2:17][CH3:18])=[O:15])=[O:19]. The yield is 0.520.